Regression/Classification. Given a drug SMILES string, predict its absorption, distribution, metabolism, or excretion properties. Task type varies by dataset: regression for continuous measurements (e.g., permeability, clearance, half-life) or binary classification for categorical outcomes (e.g., BBB penetration, CYP inhibition). Dataset: cyp1a2_veith. From a dataset of CYP1A2 inhibition data for predicting drug metabolism from PubChem BioAssay. (1) The molecule is Cc1ccc2cc(C)c3nnc(SCC(=O)NCc4ccco4)n3c2c1. The result is 1 (inhibitor). (2) The molecule is C/C(=N/OC(=O)c1ccc(F)cc1)c1ccc(C)cc1. The result is 1 (inhibitor). (3) The molecule is NC(N)=Nc1ccc(Cl)cc1. The result is 0 (non-inhibitor). (4) The molecule is C=C(C)CNCCN. The result is 0 (non-inhibitor). (5) The molecule is O=C1Cc2c([nH]c3ccc(Br)cc23)-c2ccccc2N1. The result is 1 (inhibitor). (6) The molecule is O=C(CCCN1C(=O)C2C3C=CC(C3)C2C1=O)N1CCN(c2ccccc2)CC1. The result is 0 (non-inhibitor). (7) The drug is c1cnc(N2CCC3(CCNCC3)CC2)nc1. The result is 0 (non-inhibitor). (8) The molecule is CCOc1ccccc1/C=C(\C#N)C(N)=O. The result is 1 (inhibitor). (9) The compound is COc1ccc(-n2c(=O)c(C)nc3cncnc32)cc1. The result is 0 (non-inhibitor). (10) The drug is CC1=C2C(=O)[C@@H]3[C@@H](CC=C4C[C@@H](O)CC[C@@]43C)[C@H]2CC[C@@]12O[C@H]1C[C@H](C)CN[C@H]1[C@@H]2C. The result is 0 (non-inhibitor).